This data is from Full USPTO retrosynthesis dataset with 1.9M reactions from patents (1976-2016). The task is: Predict the reactants needed to synthesize the given product. The reactants are: Cl.[CH2:2]1[C@@H:6]2[CH2:7][NH:8][CH2:9][C@@H:5]2[CH2:4][N:3]1[C:10]([O:12][CH2:13][C:14]1[CH:19]=[C:18]([Cl:20])[CH:17]=[C:16]([Cl:21])[CH:15]=1)=[O:11].[NH:22]1[C:26]2[CH:27]=[CH:28][C:29]([CH:31]=O)=[CH:30][C:25]=2[N:24]=[CH:23]1.C(O[BH-](OC(=O)C)OC(=O)C)(=O)C.[Na+].C(O)(=O)C. Given the product [NH:22]1[C:26]2[CH:27]=[CH:28][C:29]([CH2:31][N:8]3[CH2:7][C@@H:6]4[CH2:2][N:3]([C:10]([O:12][CH2:13][C:14]5[CH:19]=[C:18]([Cl:20])[CH:17]=[C:16]([Cl:21])[CH:15]=5)=[O:11])[CH2:4][C@@H:5]4[CH2:9]3)=[CH:30][C:25]=2[N:24]=[CH:23]1, predict the reactants needed to synthesize it.